This data is from Reaction yield outcomes from USPTO patents with 853,638 reactions. The task is: Predict the reaction yield, written as a fraction of the theoretical maximum amount of product (1.0 means a 100% yield; for example, 0.34 means a 34% yield). (1) The product is [Br:1][CH:24]1[NH:25][CH2:26][CH2:27][N:22]([C:19]2[CH:18]=[CH:17][C:16]([F:15])=[CH:21][CH:20]=2)[CH2:23]1.[CH3:2][C:3]([CH3:8])([CH3:7])[CH:4]=[O:5]. The reactants are [Br:1][CH2:2][C:3]([CH3:8])([CH3:7])[C:4](O)=[O:5].C(Cl)(=O)C(Cl)=O.[F:15][C:16]1[CH:21]=[CH:20][C:19]([N:22]2[CH2:27][CH2:26][NH:25][CH2:24][CH2:23]2)=[CH:18][CH:17]=1.CCN(C(C)C)C(C)C. The catalyst is C(Cl)Cl. The yield is 0.840. (2) The reactants are [F:1][C:2]1[CH:3]=[CH:4][C:5]([O:17]C)=[C:6]([S:8]([N:11]2[CH2:16][CH2:15][O:14][CH2:13][CH2:12]2)(=[O:10])=[O:9])[CH:7]=1.BrB(Br)Br.CO. The catalyst is C(Cl)Cl. The product is [F:1][C:2]1[CH:3]=[CH:4][C:5]([OH:17])=[C:6]([S:8]([N:11]2[CH2:12][CH2:13][O:14][CH2:15][CH2:16]2)(=[O:9])=[O:10])[CH:7]=1. The yield is 0.900. (3) The reactants are [BH4-].[Na+].[C:3]([O:7][C:8](=[O:39])[N:9]([CH:26]1[CH2:31][CH2:30][N:29]([CH2:32][C:33]2[CH:38]=[CH:37][CH:36]=[CH:35][CH:34]=2)[CH2:28][CH2:27]1)[CH2:10][C:11]1[N:12]=[C:13]([CH:24]=[O:25])[N:14]([CH2:16][O:17][CH2:18][CH2:19][Si:20]([CH3:23])([CH3:22])[CH3:21])[CH:15]=1)([CH3:6])([CH3:5])[CH3:4].O. The catalyst is C(O)C. The product is [C:3]([O:7][C:8](=[O:39])[N:9]([CH:26]1[CH2:27][CH2:28][N:29]([CH2:32][C:33]2[CH:38]=[CH:37][CH:36]=[CH:35][CH:34]=2)[CH2:30][CH2:31]1)[CH2:10][C:11]1[N:12]=[C:13]([CH2:24][OH:25])[N:14]([CH2:16][O:17][CH2:18][CH2:19][Si:20]([CH3:23])([CH3:22])[CH3:21])[CH:15]=1)([CH3:6])([CH3:4])[CH3:5]. The yield is 0.980. (4) The reactants are [NH2:1][C:2]1[CH:3]=[C:4]([CH:10]=[CH:11][C:12]=1[F:13])[C:5]([O:7][CH2:8][CH3:9])=[O:6].N1C=CC=CC=1.[F:20][C:21]1[CH:26]=[CH:25][CH:24]=[C:23]([F:27])[C:22]=1[S:28](Cl)(=[O:30])=[O:29]. The catalyst is C(Cl)Cl. The product is [F:20][C:21]1[CH:26]=[CH:25][CH:24]=[C:23]([F:27])[C:22]=1[S:28]([NH:1][C:2]1[CH:3]=[C:4]([CH:10]=[CH:11][C:12]=1[F:13])[C:5]([O:7][CH2:8][CH3:9])=[O:6])(=[O:30])=[O:29]. The yield is 0.660. (5) The reactants are [CH3:1][C:2]1[CH:7]=[CH:6][C:5]([NH2:8])=[C:4]([NH2:9])[CH:3]=1.[CH:10]([CH:12]=O)=O. The catalyst is CO. The product is [CH3:1][C:2]1[CH:3]=[C:4]2[C:5](=[CH:6][CH:7]=1)[N:8]=[CH:12][CH:10]=[N:9]2. The yield is 0.250. (6) The reactants are [N:1]1[C:8]([Cl:9])=[N:7][C:5]([Cl:6])=[N:4][C:2]=1[Cl:3].[Cl-].[Al+3].[Cl-].[Cl-].[OH-].[Al+3].[OH-].[OH-].[C:18]1([CH3:25])[CH:23]=[CH:22][CH:21]=[C:20]([CH3:24])[CH:19]=1. The catalyst is ClC1C=CC=CC=1. The product is [N:1]1[C:8]([Cl:9])=[N:7][C:5]([Cl:6])=[N:4][C:2]=1[Cl:3].[Cl:3][C:2]1[N:4]=[C:5]([C:23]2[CH:22]=[CH:21][C:20]([CH3:24])=[CH:19][C:18]=2[CH3:25])[N:7]=[C:8]([C:23]2[CH:22]=[CH:21][C:20]([CH3:24])=[CH:19][C:18]=2[CH3:25])[N:1]=1.[CH3:25][C:18]1[CH:19]=[C:20]([CH3:24])[CH:21]=[CH:22][C:23]=1[C:2]1[N:4]=[C:5]([C:23]2[CH:22]=[CH:21][C:20]([CH3:24])=[CH:19][C:18]=2[CH3:25])[N:7]=[C:8]([C:23]2[CH:22]=[CH:21][C:20]([CH3:24])=[CH:19][C:18]=2[CH3:25])[N:1]=1. The yield is 0.980.